Dataset: Forward reaction prediction with 1.9M reactions from USPTO patents (1976-2016). Task: Predict the product of the given reaction. (1) The product is: [Cl:1][C:2]1[N:3]=[C:4]([N:22]2[CH2:23][CH2:24][O:25][CH2:26][CH2:27]2)[C:5]2[S:10][C:9]([CH2:11][N:12]3[CH2:13][C:14]4([CH2:16][CH2:17][N:18]([CH2:21][CH3:28])[CH2:19][CH2:20]4)[CH2:15]3)=[CH:8][C:6]=2[N:7]=1. Given the reactants [Cl:1][C:2]1[N:3]=[C:4]([N:22]2[CH2:27][CH2:26][O:25][CH2:24][CH2:23]2)[C:5]2[S:10][C:9]([CH2:11][N:12]3[CH2:15][C:14]4([CH2:20][CH2:19][N:18]([CH3:21])[CH2:17][CH2:16]4)[CH2:13]3)=[CH:8][C:6]=2[N:7]=1.[CH2:28]1C2(CCN(C(=O)C)CC2)CN1, predict the reaction product. (2) Given the reactants [C:1]([C:5]1[CH:10]=[CH:9][C:8]([OH:11])=[CH:7][CH:6]=1)([CH3:4])([CH3:3])[CH3:2].[Cl:12][C:13]1[N:18]=[C:17](Cl)[CH:16]=[C:15]([CH3:20])[N:14]=1, predict the reaction product. The product is: [C:1]([C:5]1[CH:6]=[CH:7][C:8]([O:11][C:17]2[CH:16]=[C:15]([CH3:20])[N:14]=[C:13]([Cl:12])[N:18]=2)=[CH:9][CH:10]=1)([CH3:4])([CH3:2])[CH3:3].